This data is from Peptide-MHC class I binding affinity with 185,985 pairs from IEDB/IMGT. The task is: Regression. Given a peptide amino acid sequence and an MHC pseudo amino acid sequence, predict their binding affinity value. This is MHC class I binding data. (1) The peptide sequence is MEKYQLAVTI. The MHC is HLA-B44:02 with pseudo-sequence HLA-B44:02. The binding affinity (normalized) is 0.464. (2) The peptide sequence is RQGSTPLAL. The MHC is HLA-A24:02 with pseudo-sequence HLA-A24:02. The binding affinity (normalized) is 0.